From a dataset of Tyrosyl-DNA phosphodiesterase HTS with 341,365 compounds. Binary Classification. Given a drug SMILES string, predict its activity (active/inactive) in a high-throughput screening assay against a specified biological target. (1) The molecule is S1(=O)(=O)CC(NC(=O)c2oc3c(c(=O)c2)ccc(c3C)C)CC1. The result is 0 (inactive). (2) The drug is Clc1cc2c(c([nH]c2cc1)C(=O)NN)c1ccccc1. The result is 0 (inactive).